From a dataset of Forward reaction prediction with 1.9M reactions from USPTO patents (1976-2016). Predict the product of the given reaction. (1) Given the reactants Br[C:2]1[CH:7]=[CH:6][C:5]([C:8]2[CH:9]=[N:10][N:11]([CH2:13][C:14]([CH3:17])([OH:16])[CH3:15])[CH:12]=2)=[CH:4][CH:3]=1.[B:18]1([B:18]2[O:22][C:21]([CH3:24])([CH3:23])[C:20]([CH3:26])([CH3:25])[O:19]2)[O:22][C:21]([CH3:24])([CH3:23])[C:20]([CH3:26])([CH3:25])[O:19]1.CC(C1C=C(C(C)C)C(C2C=CC=CC=2P(C2CCCCC2)C2CCCCC2)=C(C(C)C)C=1)C.C([O-])(=O)C.[K+], predict the reaction product. The product is: [CH3:15][C:14]([OH:16])([CH3:17])[CH2:13][N:11]1[CH:12]=[C:8]([C:5]2[CH:6]=[CH:7][C:2]([B:18]3[O:22][C:21]([CH3:24])([CH3:23])[C:20]([CH3:26])([CH3:25])[O:19]3)=[CH:3][CH:4]=2)[CH:9]=[N:10]1. (2) Given the reactants [N:1]1[C:10]2[C:5](=[CH:6][CH:7]=[CH:8][CH:9]=2)[CH:4]=[CH:3][C:2]=1[NH:11][CH:12]1[CH2:17][CH2:16][CH:15]([NH2:18])[CH2:14][CH2:13]1.[CH:19]([C:21]12[CH2:35][CH:28]([C:29]3[CH:30]=[CH:31][CH:32]=[CH:33][C:34]=31)[C:27]1[C:22]2=[CH:23][CH:24]=[CH:25][CH:26]=1)=O, predict the reaction product. The product is: [CH:23]1[C:22]2[C:21]3([CH2:19][NH:18][CH:15]4[CH2:14][CH2:13][CH:12]([NH:11][C:2]5[CH:3]=[CH:4][C:5]6[C:10](=[CH:9][CH:8]=[CH:7][CH:6]=6)[N:1]=5)[CH2:17][CH2:16]4)[CH2:35][CH:28]([C:29]4[C:34]3=[CH:33][CH:32]=[CH:31][CH:30]=4)[C:27]=2[CH:26]=[CH:25][CH:24]=1. (3) Given the reactants Cl[C:2]1[CH:11]=[CH:10][C:9]2[C:4](=[CH:5][CH:6]=[C:7]([Cl:22])[C:8]=2[NH:12][C:13](=[O:21])[CH2:14][CH:15]2[CH2:20][CH2:19][CH2:18][CH2:17][CH2:16]2)[N:3]=1.[NH:23]1[CH2:27][CH2:26][C@H:25]([NH2:28])[CH2:24]1, predict the reaction product. The product is: [NH2:28][C@H:25]1[CH2:26][CH2:27][N:23]([C:2]2[CH:11]=[CH:10][C:9]3[C:4](=[CH:5][CH:6]=[C:7]([Cl:22])[C:8]=3[NH:12][C:13](=[O:21])[CH2:14][CH:15]3[CH2:20][CH2:19][CH2:18][CH2:17][CH2:16]3)[N:3]=2)[CH2:24]1. (4) Given the reactants [C:1]([C:5]1[CH:6]=[CH:7][C:8]2[O:12][C:11]([N:13]3[CH2:19][CH2:18][CH2:17][NH:16][CH2:15][CH2:14]3)=[N:10][C:9]=2[CH:20]=1)([CH3:4])([CH3:3])[CH3:2].Cl[C:22]1[C:27]([Cl:28])=[CH:26][C:25]([C:29]([F:32])([F:31])[F:30])=[CH:24][N:23]=1.C(N(CC)C(C)C)(C)C, predict the reaction product. The product is: [C:1]([C:5]1[CH:6]=[CH:7][C:8]2[O:12][C:11]([N:13]3[CH2:19][CH2:18][CH2:17][N:16]([C:22]4[C:27]([Cl:28])=[CH:26][C:25]([C:29]([F:32])([F:30])[F:31])=[CH:24][N:23]=4)[CH2:15][CH2:14]3)=[N:10][C:9]=2[CH:20]=1)([CH3:4])([CH3:2])[CH3:3]. (5) Given the reactants [C:1]([CH2:4][CH2:5][C:6]1[C:18]([CH2:19][CH2:20][CH2:21][CH2:22][CH2:23][CH2:24][O:25][C:26]2[CH:27]=[C:28]([C:33]3[CH:38]=[CH:37][CH:36]=[C:35]([F:39])[CH:34]=3)[CH:29]=[C:30](I)[CH:31]=2)=[CH:17][CH:16]=[CH:15][C:7]=1[O:8][CH2:9][CH2:10][CH2:11][C:12]([OH:14])=[O:13])([OH:3])=[O:2].[NH:40]1[C:48]2[C:43](=[CH:44][C:45](B(O)O)=[CH:46][CH:47]=2)[CH:42]=[CH:41]1, predict the reaction product. The product is: [C:1]([CH2:4][CH2:5][C:6]1[C:18]([CH2:19][CH2:20][CH2:21][CH2:22][CH2:23][CH2:24][O:25][C:26]2[CH:27]=[C:28]([C:33]3[CH:38]=[CH:37][CH:36]=[C:35]([F:39])[CH:34]=3)[CH:29]=[C:30]([C:45]3[CH:44]=[C:43]4[C:48](=[CH:47][CH:46]=3)[NH:40][CH:41]=[CH:42]4)[CH:31]=2)=[CH:17][CH:16]=[CH:15][C:7]=1[O:8][CH2:9][CH2:10][CH2:11][C:12]([OH:14])=[O:13])([OH:3])=[O:2].